Dataset: Forward reaction prediction with 1.9M reactions from USPTO patents (1976-2016). Task: Predict the product of the given reaction. (1) The product is: [Cl:10][C:11]1[CH:16]=[CH:15][C:14]([C:2]2[CH:9]=[CH:8][C:5]([CH:6]=[O:7])=[CH:4][CH:3]=2)=[CH:13][CH:12]=1. Given the reactants Br[C:2]1[CH:9]=[CH:8][C:5]([CH:6]=[O:7])=[CH:4][CH:3]=1.[Cl:10][C:11]1[CH:16]=[CH:15][C:14](B(O)O)=[CH:13][CH:12]=1.[F-].[K+], predict the reaction product. (2) Given the reactants Cl[C:2]1[C:11]2[C:6](=[CH:7][C:8]([O:14][CH2:15][CH2:16][CH2:17][N:18]([CH3:23])[S:19]([CH3:22])(=[O:21])=[O:20])=[C:9]([O:12][CH3:13])[CH:10]=2)[N:5]=[CH:4][N:3]=1.C(=O)([O-])[O-].[K+].[K+].[OH:30][C:31]1[CH:40]=[C:39]2[C:34]([C:35]([CH3:41])=[CH:36][CH:37]=[N:38]2)=[CH:33][CH:32]=1, predict the reaction product. The product is: [CH3:13][O:12][C:9]1[CH:10]=[C:11]2[C:6](=[CH:7][C:8]=1[O:14][CH2:15][CH2:16][CH2:17][N:18]([CH3:23])[S:19]([CH3:22])(=[O:21])=[O:20])[N:5]=[CH:4][N:3]=[C:2]2[O:30][C:31]1[CH:40]=[C:39]2[C:34]([C:35]([CH3:41])=[CH:36][CH:37]=[N:38]2)=[CH:33][CH:32]=1. (3) Given the reactants [CH3:1][C:2]1[N:6]([C:7]2[N:15]=[C:14]3[C:10]([N:11]=[C:12]([CH:17]=O)[N:13]3[CH3:16])=[C:9]([N:19]3[CH2:24][CH2:23][O:22][CH2:21][CH2:20]3)[N:8]=2)[C:5]2[CH:25]=[CH:26][CH:27]=[CH:28][C:4]=2[N:3]=1.[NH:29]1[CH2:32][CH:31]([C:33]([OH:36])([CH3:35])[CH3:34])[CH2:30]1.COC(OC)OC.C(O)(=O)C.C(O[BH-](OC(=O)C)OC(=O)C)(=O)C.[Na+], predict the reaction product. The product is: [CH3:16][N:13]1[C:12]([CH2:17][N:29]2[CH2:32][CH:31]([C:33]([OH:36])([CH3:35])[CH3:34])[CH2:30]2)=[N:11][C:10]2[C:14]1=[N:15][C:7]([N:6]1[C:5]3[CH:25]=[CH:26][CH:27]=[CH:28][C:4]=3[N:3]=[C:2]1[CH3:1])=[N:8][C:9]=2[N:19]1[CH2:20][CH2:21][O:22][CH2:23][CH2:24]1. (4) Given the reactants [CH3:1][N:2]1[CH:6]=[C:5]([C:7]2[N:8]=[C:9]3[C:15]([C:16](O)=[O:17])=[CH:14][N:13]([CH2:19][O:20][CH2:21][CH2:22][Si:23]([CH3:26])([CH3:25])[CH3:24])[C:10]3=[N:11][CH:12]=2)[CH:4]=[N:3]1.Cl.[NH2:28][C@@H:29]([CH3:35])[C:30]([CH3:34])([CH3:33])[C:31]#[N:32].C(Cl)CCl.C1C=CC2N(O)N=NC=2C=1.CCN(C(C)C)C(C)C, predict the reaction product. The product is: [C:31]([C:30]([CH3:34])([CH3:33])[C@@H:29]([NH:28][C:16]([C:15]1[C:9]2[C:10](=[N:11][CH:12]=[C:7]([C:5]3[CH:4]=[N:3][N:2]([CH3:1])[CH:6]=3)[N:8]=2)[N:13]([CH2:19][O:20][CH2:21][CH2:22][Si:23]([CH3:25])([CH3:24])[CH3:26])[CH:14]=1)=[O:17])[CH3:35])#[N:32]. (5) Given the reactants [O:1]=[C:2]1[C:6]2([CH2:11][CH2:10][N:9]([CH2:12][CH2:13][CH2:14][C:15](=[O:22])[C:16]3[CH:21]=[CH:20][CH:19]=[CH:18][CH:17]=3)[CH2:8][CH2:7]2)[N:5]([C:23]2[CH:28]=[CH:27][CH:26]=[CH:25][CH:24]=2)[CH2:4][N:3]1[CH2:29][C:30]1[CH:31]=[C:32]([CH:40]=[CH:41][CH:42]=1)[C:33]([O:35][C:36]([CH3:39])([CH3:38])[CH3:37])=[O:34].[BH4-].[Na+], predict the reaction product. The product is: [OH:22][CH:15]([C:16]1[CH:17]=[CH:18][CH:19]=[CH:20][CH:21]=1)[CH2:14][CH2:13][CH2:12][N:9]1[CH2:10][CH2:11][C:6]2([N:5]([C:23]3[CH:24]=[CH:25][CH:26]=[CH:27][CH:28]=3)[CH2:4][N:3]([CH2:29][C:30]3[CH:31]=[C:32]([CH:40]=[CH:41][CH:42]=3)[C:33]([O:35][C:36]([CH3:39])([CH3:38])[CH3:37])=[O:34])[C:2]2=[O:1])[CH2:7][CH2:8]1. (6) Given the reactants [F:1][C:2]([F:21])([F:20])[C:3]1[CH:4]=[C:5]([CH2:9][C:10]([C:12]2[CH:19]=[CH:18][C:15]([CH:16]=O)=[CH:14][CH:13]=2)=[O:11])[CH:6]=[CH:7][CH:8]=1.[NH:22]1[CH2:25][CH:24]([C:26]([OH:28])=[O:27])[CH2:23]1.CC(O)=O.[BH3-]C#N.[Na+], predict the reaction product. The product is: [F:1][C:2]([F:21])([F:20])[C:3]1[CH:4]=[C:5]([CH2:9][C:10]([C:12]2[CH:19]=[CH:18][C:15]([CH2:16][N:22]3[CH2:25][CH:24]([C:26]([OH:28])=[O:27])[CH2:23]3)=[CH:14][CH:13]=2)=[O:11])[CH:6]=[CH:7][CH:8]=1.